Dataset: NCI-60 drug combinations with 297,098 pairs across 59 cell lines. Task: Regression. Given two drug SMILES strings and cell line genomic features, predict the synergy score measuring deviation from expected non-interaction effect. (1) Drug 1: CNC(=O)C1=CC=CC=C1SC2=CC3=C(C=C2)C(=NN3)C=CC4=CC=CC=N4. Drug 2: C1=NC(=NC(=O)N1C2C(C(C(O2)CO)O)O)N. Cell line: RXF 393. Synergy scores: CSS=14.2, Synergy_ZIP=-4.27, Synergy_Bliss=-0.332, Synergy_Loewe=-6.40, Synergy_HSA=0.284. (2) Drug 2: CS(=O)(=O)CCNCC1=CC=C(O1)C2=CC3=C(C=C2)N=CN=C3NC4=CC(=C(C=C4)OCC5=CC(=CC=C5)F)Cl. Cell line: SNB-19. Synergy scores: CSS=46.0, Synergy_ZIP=6.48, Synergy_Bliss=7.88, Synergy_Loewe=-20.9, Synergy_HSA=8.25. Drug 1: CC1=C2C(C(=O)C3(C(CC4C(C3C(C(C2(C)C)(CC1OC(=O)C(C(C5=CC=CC=C5)NC(=O)OC(C)(C)C)O)O)OC(=O)C6=CC=CC=C6)(CO4)OC(=O)C)OC)C)OC. (3) Drug 2: C1CCC(C(C1)N)N.C(=O)(C(=O)[O-])[O-].[Pt+4]. Drug 1: CC1CCC2CC(C(=CC=CC=CC(CC(C(=O)C(C(C(=CC(C(=O)CC(OC(=O)C3CCCCN3C(=O)C(=O)C1(O2)O)C(C)CC4CCC(C(C4)OC)OCCO)C)C)O)OC)C)C)C)OC. Synergy scores: CSS=16.5, Synergy_ZIP=2.72, Synergy_Bliss=5.68, Synergy_Loewe=4.33, Synergy_HSA=4.65. Cell line: PC-3. (4) Drug 1: C1CCC(C1)C(CC#N)N2C=C(C=N2)C3=C4C=CNC4=NC=N3. Drug 2: COC1=NC(=NC2=C1N=CN2C3C(C(C(O3)CO)O)O)N. Cell line: NCIH23. Synergy scores: CSS=12.7, Synergy_ZIP=-0.0407, Synergy_Bliss=1.74, Synergy_Loewe=0.681, Synergy_HSA=1.52. (5) Drug 1: CNC(=O)C1=CC=CC=C1SC2=CC3=C(C=C2)C(=NN3)C=CC4=CC=CC=N4. Drug 2: C1=CC(=CC=C1CCC2=CNC3=C2C(=O)NC(=N3)N)C(=O)NC(CCC(=O)O)C(=O)O. Cell line: DU-145. Synergy scores: CSS=15.9, Synergy_ZIP=-5.79, Synergy_Bliss=3.39, Synergy_Loewe=-3.94, Synergy_HSA=1.38. (6) Drug 1: C1=NC2=C(N=C(N=C2N1C3C(C(C(O3)CO)O)O)F)N. Drug 2: CC1CCC2CC(C(=CC=CC=CC(CC(C(=O)C(C(C(=CC(C(=O)CC(OC(=O)C3CCCCN3C(=O)C(=O)C1(O2)O)C(C)CC4CCC(C(C4)OC)O)C)C)O)OC)C)C)C)OC. Cell line: HS 578T. Synergy scores: CSS=3.98, Synergy_ZIP=-2.46, Synergy_Bliss=-4.84, Synergy_Loewe=-0.932, Synergy_HSA=-3.59. (7) Drug 2: CCCS(=O)(=O)NC1=C(C(=C(C=C1)F)C(=O)C2=CNC3=C2C=C(C=N3)C4=CC=C(C=C4)Cl)F. Synergy scores: CSS=23.1, Synergy_ZIP=1.53, Synergy_Bliss=2.42, Synergy_Loewe=-1.05, Synergy_HSA=-0.0513. Cell line: BT-549. Drug 1: C1CCN(CC1)CCOC2=CC=C(C=C2)C(=O)C3=C(SC4=C3C=CC(=C4)O)C5=CC=C(C=C5)O. (8) Drug 1: COC1=NC(=NC2=C1N=CN2C3C(C(C(O3)CO)O)O)N. Drug 2: CC(C)CN1C=NC2=C1C3=CC=CC=C3N=C2N. Cell line: A549. Synergy scores: CSS=-0.0645, Synergy_ZIP=7.09, Synergy_Bliss=2.62, Synergy_Loewe=0.912, Synergy_HSA=0.427. (9) Drug 1: C1CN1P(=S)(N2CC2)N3CC3. Drug 2: C1=NC2=C(N=C(N=C2N1C3C(C(C(O3)CO)O)F)Cl)N. Cell line: OVCAR-5. Synergy scores: CSS=6.31, Synergy_ZIP=-0.447, Synergy_Bliss=2.46, Synergy_Loewe=-0.205, Synergy_HSA=1.04. (10) Drug 1: CC1C(C(CC(O1)OC2CC(CC3=C2C(=C4C(=C3O)C(=O)C5=C(C4=O)C(=CC=C5)OC)O)(C(=O)C)O)N)O.Cl. Drug 2: CC1C(C(CC(O1)OC2CC(CC3=C2C(=C4C(=C3O)C(=O)C5=C(C4=O)C(=CC=C5)OC)O)(C(=O)CO)O)N)O.Cl. Cell line: UACC-257. Synergy scores: CSS=50.1, Synergy_ZIP=4.78, Synergy_Bliss=5.60, Synergy_Loewe=2.21, Synergy_HSA=5.97.